This data is from NCI-60 drug combinations with 297,098 pairs across 59 cell lines. The task is: Regression. Given two drug SMILES strings and cell line genomic features, predict the synergy score measuring deviation from expected non-interaction effect. (1) Cell line: SW-620. Drug 1: CCC1=CC2CC(C3=C(CN(C2)C1)C4=CC=CC=C4N3)(C5=C(C=C6C(=C5)C78CCN9C7C(C=CC9)(C(C(C8N6C)(C(=O)OC)O)OC(=O)C)CC)OC)C(=O)OC.C(C(C(=O)O)O)(C(=O)O)O. Synergy scores: CSS=81.1, Synergy_ZIP=4.40, Synergy_Bliss=4.95, Synergy_Loewe=-7.48, Synergy_HSA=6.64. Drug 2: CCN(CC)CCCC(C)NC1=C2C=C(C=CC2=NC3=C1C=CC(=C3)Cl)OC. (2) Drug 1: CN1CCC(CC1)COC2=C(C=C3C(=C2)N=CN=C3NC4=C(C=C(C=C4)Br)F)OC. Drug 2: COC1=NC(=NC2=C1N=CN2C3C(C(C(O3)CO)O)O)N. Cell line: DU-145. Synergy scores: CSS=6.33, Synergy_ZIP=-3.58, Synergy_Bliss=3.22, Synergy_Loewe=-13.6, Synergy_HSA=0.892. (3) Drug 1: C1=NC2=C(N1)C(=S)N=C(N2)N. Drug 2: C1CN1P(=S)(N2CC2)N3CC3. Synergy scores: CSS=63.2, Synergy_ZIP=-5.76, Synergy_Bliss=-8.16, Synergy_Loewe=-7.91, Synergy_HSA=-4.50. Cell line: MOLT-4. (4) Drug 1: C1=CC(=CC=C1CCCC(=O)O)N(CCCl)CCCl. Drug 2: CN(C(=O)NC(C=O)C(C(C(CO)O)O)O)N=O. Cell line: U251. Synergy scores: CSS=26.4, Synergy_ZIP=-8.55, Synergy_Bliss=-4.35, Synergy_Loewe=-18.6, Synergy_HSA=-4.51. (5) Drug 1: C1CCC(CC1)NC(=O)N(CCCl)N=O. Drug 2: C1C(C(OC1N2C=NC(=NC2=O)N)CO)O. Cell line: NCIH23. Synergy scores: CSS=16.6, Synergy_ZIP=-4.41, Synergy_Bliss=1.59, Synergy_Loewe=-1.60, Synergy_HSA=1.08. (6) Drug 1: CC12CCC3C(C1CCC2O)C(CC4=C3C=CC(=C4)O)CCCCCCCCCS(=O)CCCC(C(F)(F)F)(F)F. Drug 2: COC1=C2C(=CC3=C1OC=C3)C=CC(=O)O2. Cell line: NCIH23. Synergy scores: CSS=9.59, Synergy_ZIP=-6.04, Synergy_Bliss=-7.57, Synergy_Loewe=4.93, Synergy_HSA=-4.92. (7) Drug 1: COC1=NC(=NC2=C1N=CN2C3C(C(C(O3)CO)O)O)N. Drug 2: CC1C(C(CC(O1)OC2CC(CC3=C2C(=C4C(=C3O)C(=O)C5=C(C4=O)C(=CC=C5)OC)O)(C(=O)CO)O)N)O.Cl. Cell line: SNB-75. Synergy scores: CSS=24.4, Synergy_ZIP=-2.83, Synergy_Bliss=-1.07, Synergy_Loewe=-13.8, Synergy_HSA=0.488. (8) Synergy scores: CSS=39.0, Synergy_ZIP=-3.31, Synergy_Bliss=-7.50, Synergy_Loewe=-9.54, Synergy_HSA=-8.98. Cell line: MOLT-4. Drug 1: C1CCC(CC1)NC(=O)N(CCCl)N=O. Drug 2: CC(C)CN1C=NC2=C1C3=CC=CC=C3N=C2N.